Predict the product of the given reaction. From a dataset of Forward reaction prediction with 1.9M reactions from USPTO patents (1976-2016). (1) The product is: [CH2:74]([N:42]([CH2:38][CH2:39][CH2:40][CH3:41])[C:43]([C:45]1[N:46]=[C:47]([C:54]2[CH:63]=[CH:62][C:57]([C:58]([O:60][CH3:61])=[O:59])=[CH:56][C:55]=2[C:64]([OH:66])=[O:65])[N:48]([CH2:50][CH2:51][O:52][CH3:53])[CH:49]=1)=[O:44])[CH2:75][CH2:76][CH3:77]. Given the reactants C(N(CCCC)C(C1N=C(C2C=CC(C(OC)=O)=CC=2C(O)=O)N(CCC2C=CC=CC=2)C=1)=O)CCC.[CH2:38]([N:42]([CH2:74][CH2:75][CH2:76][CH3:77])[C:43]([C:45]1[N:46]=[C:47]([C:54]2[CH:63]=[CH:62][C:57]([C:58]([O:60][CH3:61])=[O:59])=[CH:56][C:55]=2[C:64]([O:66]CC2C=CC=CC=2)=[O:65])[N:48]([CH2:50][CH2:51][O:52][CH3:53])[CH:49]=1)=[O:44])[CH2:39][CH2:40][CH3:41], predict the reaction product. (2) Given the reactants [CH2:1]([CH:3]1[CH2:7][CH:6]([C:8](OC)=[O:9])[CH2:5][CH:4]1[C:12]([O:14][C:15]([CH3:18])([CH3:17])[CH3:16])=[O:13])[CH3:2].[H-].[H-].[H-].[H-].[Li+].[Al+3], predict the reaction product. The product is: [CH2:1]([CH:3]1[CH2:7][CH:6]([CH2:8][OH:9])[CH2:5][CH:4]1[C:12]([O:14][C:15]([CH3:16])([CH3:18])[CH3:17])=[O:13])[CH3:2]. (3) Given the reactants [F:1][CH2:2][C:3]([C:7]1[O:11][N:10]=[C:9]([NH:12][C:13](=[O:21])OC2C=CC=CC=2)[CH:8]=1)([CH3:6])[CH2:4][F:5].[CH3:22][O:23][C:24]1[CH:25]=[C:26]2[C:31](=[CH:32][C:33]=1[O:34][CH3:35])[N:30]=[CH:29][N:28]=[C:27]2[O:36][C:37]1[CH:38]=[C:39]([CH:41]=[CH:42][CH:43]=1)[NH2:40], predict the reaction product. The product is: [F:5][CH2:4][C:3]([C:7]1[O:11][N:10]=[C:9]([NH:12][C:13]([NH:40][C:39]2[CH:41]=[CH:42][CH:43]=[C:37]([O:36][C:27]3[C:26]4[C:31](=[CH:32][C:33]([O:34][CH3:35])=[C:24]([O:23][CH3:22])[CH:25]=4)[N:30]=[CH:29][N:28]=3)[CH:38]=2)=[O:21])[CH:8]=1)([CH3:6])[CH2:2][F:1].